Dataset: Forward reaction prediction with 1.9M reactions from USPTO patents (1976-2016). Task: Predict the product of the given reaction. Given the reactants [CH2:1]([N:3]([CH2:35][CH3:36])[CH2:4]/[CH:5]=[CH:6]\[C:7]1[CH:12]=[C:11]([F:13])[CH:10]=[CH:9][C:8]=1[S:14]([NH:17][C:18]1[C:27]([C:28]([O:30]C)=[O:29])=[C:26]2[C:21]([C:22]3[CH:34]=[CH:33][O:32][C:23]=3[CH2:24][O:25]2)=[CH:20][CH:19]=1)(=[O:16])=[O:15])[CH3:2].O.[OH-].[Li+].C(O)=O, predict the reaction product. The product is: [CH2:35]([N:3]([CH2:1][CH3:2])[CH2:4]/[CH:5]=[CH:6]/[C:7]1[CH:12]=[C:11]([F:13])[CH:10]=[CH:9][C:8]=1[S:14]([NH:17][C:18]1[C:27]([C:28]([OH:30])=[O:29])=[C:26]2[C:21]([C:22]3[CH:34]=[CH:33][O:32][C:23]=3[CH2:24][O:25]2)=[CH:20][CH:19]=1)(=[O:16])=[O:15])[CH3:36].